Dataset: hERG Central: cardiac toxicity at 1µM, 10µM, and general inhibition. Task: Predict hERG channel inhibition at various concentrations. The compound is O=C(Nc1ccccc1)N1CCCc2ccccc21. Results: hERG_inhib (hERG inhibition (general)): blocker.